This data is from Forward reaction prediction with 1.9M reactions from USPTO patents (1976-2016). The task is: Predict the product of the given reaction. (1) The product is: [CH:1]1([C:4]2[C:5]([N:31]3[CH2:36][CH2:35][C:34]([F:38])([F:37])[CH2:33][CH2:32]3)=[CH:6][C:7]([O:29][CH3:30])=[C:8]([CH:28]=2)[CH2:9][CH:10]2[C:13]3([CH2:17][C:16]([CH:18]4[CH2:23][C:22]([CH3:27])([C:24]([OH:26])=[O:25])[CH2:21][CH2:20][NH:19]4)=[N:15][O:14]3)[CH2:12][NH:11]2)[CH2:2][CH2:3]1. Given the reactants [CH:1]1([C:4]2[C:5]([N:31]3[CH2:36][CH2:35][C:34]([F:38])([F:37])[CH2:33][CH2:32]3)=[CH:6][C:7]([O:29][CH3:30])=[C:8]([CH:28]=2)[CH2:9][CH:10]2[C:13]3([CH2:17][C:16]([CH:18]4[CH2:23][C:22]([CH3:27])([C:24]([O-:26])=[O:25])[CH2:21][CH2:20][NH:19]4)=[N:15][O:14]3)[CH2:12][NH:11]2)[CH2:3][CH2:2]1.[OH-].[Na+].C(O)C.Cl, predict the reaction product. (2) Given the reactants Cl[C:2]1[CH:7]=[CH:6][C:5]([C:8](=[O:10])[CH3:9])=[CH:4][C:3]=1[N+:11]([O-:13])=[O:12].[NH2:14][C:15]1[CH:20]=[CH:19][C:18]([CH2:21][CH:22]([OH:24])[CH3:23])=[CH:17][CH:16]=1, predict the reaction product. The product is: [OH:24][CH:22]([CH3:23])[CH2:21][C:18]1[CH:19]=[CH:20][C:15]([NH:14][C:2]2[CH:7]=[CH:6][C:5]([C:8](=[O:10])[CH3:9])=[CH:4][C:3]=2[N+:11]([O-:13])=[O:12])=[CH:16][CH:17]=1. (3) Given the reactants [C:1]([C:5]1[CH:6]=[C:7]([C:15]2[NH:19][C:18]([C:20](O)=[O:21])=[CH:17][C:16]=2[CH2:23][CH:24]2[CH2:29][CH2:28][CH2:27][CH2:26][CH2:25]2)[CH:8]=[C:9]([C:11]2([CH3:14])[CH2:13][CH2:12]2)[CH:10]=1)([CH3:4])([CH3:3])[CH3:2].[O:30]1[CH2:35][CH2:34][CH:33]([NH2:36])[CH2:32][CH2:31]1.C1C=NC2N(O)N=NC=2C=1.CCN(C(C)C)C(C)C.CN(C(ON1N=NC2C=CC=NC1=2)=[N+](C)C)C.F[P-](F)(F)(F)(F)F, predict the reaction product. The product is: [C:1]([C:5]1[CH:6]=[C:7]([C:15]2[NH:19][C:18]([C:20]([NH:36][CH:33]3[CH2:34][CH2:35][O:30][CH2:31][CH2:32]3)=[O:21])=[CH:17][C:16]=2[CH2:23][CH:24]2[CH2:25][CH2:26][CH2:27][CH2:28][CH2:29]2)[CH:8]=[C:9]([C:11]2([CH3:14])[CH2:12][CH2:13]2)[CH:10]=1)([CH3:3])([CH3:2])[CH3:4]. (4) Given the reactants C([O:3][C:4]([C:6]1[S:10][C:9]([C:11]#[C:12][C:13]2[CH:18]=[CH:17][CH:16]=[CH:15][CH:14]=2)=[N:8][CH:7]=1)=[O:5])C.[OH-].[Li+].O1CCCC1, predict the reaction product. The product is: [C:13]1([C:12]#[C:11][C:9]2[S:10][C:6]([C:4]([OH:5])=[O:3])=[CH:7][N:8]=2)[CH:18]=[CH:17][CH:16]=[CH:15][CH:14]=1. (5) Given the reactants C([O:8][N:9]([CH:20]=[O:21])[CH2:10][C:11]([NH:13][CH:14]1[CH2:19][CH2:18][CH2:17][CH2:16][CH2:15]1)=[O:12])C1C=CC=CC=1, predict the reaction product. The product is: [CH:14]1([NH:13][C:11](=[O:12])[CH2:10][N:9]([CH:20]=[O:21])[OH:8])[CH2:15][CH2:16][CH2:17][CH2:18][CH2:19]1. (6) Given the reactants [N+:1]([C:4]1[CH:5]=[N:6][C:7]2[C:12]([C:13]=1[NH:14][CH2:15][CH:16]1[CH2:21][CH2:20][O:19][CH2:18][CH2:17]1)=[CH:11][CH:10]=[CH:9][CH:8]=2)([O-])=O, predict the reaction product. The product is: [O:19]1[CH2:18][CH2:17][CH:16]([CH2:15][NH:14][C:13]2[C:12]3[C:7](=[CH:8][CH:9]=[CH:10][CH:11]=3)[N:6]=[CH:5][C:4]=2[NH2:1])[CH2:21][CH2:20]1. (7) Given the reactants C([BH3-])#N.[Na+].[F:5][C:6]1[CH:7]=[C:8]([CH:29]=[CH:30][C:31]=1[NH2:32])[C:9]([NH:11][C@H:12]([C:22]([O:24][C:25]([CH3:28])([CH3:27])[CH3:26])=[O:23])[CH2:13][CH2:14][C:15]([O:17][C:18]([CH3:21])([CH3:20])[CH3:19])=[O:16])=[O:10].[CH:33](=O)[C:34]1[CH:39]=[CH:38][CH:37]=[CH:36][CH:35]=1.C(O)(=O)C, predict the reaction product. The product is: [F:5][C:6]1[CH:7]=[C:8]([CH:29]=[CH:30][C:31]=1[NH:32][CH2:33][C:34]1[CH:39]=[CH:38][CH:37]=[CH:36][CH:35]=1)[C:9]([NH:11][C@H:12]([C:22]([O:24][C:25]([CH3:26])([CH3:28])[CH3:27])=[O:23])[CH2:13][CH2:14][C:15]([O:17][C:18]([CH3:19])([CH3:20])[CH3:21])=[O:16])=[O:10].